From a dataset of Peptide-MHC class II binding affinity with 134,281 pairs from IEDB. Regression. Given a peptide amino acid sequence and an MHC pseudo amino acid sequence, predict their binding affinity value. This is MHC class II binding data. (1) The peptide sequence is EKKYFAATQFEPLSA. The MHC is DRB1_0101 with pseudo-sequence DRB1_0101. The binding affinity (normalized) is 0.601. (2) The peptide sequence is ASRELERFAVNPGLL. The MHC is HLA-DQA10102-DQB10502 with pseudo-sequence HLA-DQA10102-DQB10502. The binding affinity (normalized) is 0.362. (3) The peptide sequence is KKKCDTLLCDIGESSSS. The MHC is DRB3_0202 with pseudo-sequence DRB3_0202. The binding affinity (normalized) is 0.429.